This data is from Reaction yield outcomes from USPTO patents with 853,638 reactions. The task is: Predict the reaction yield, written as a fraction of the theoretical maximum amount of product (1.0 means a 100% yield; for example, 0.34 means a 34% yield). (1) The reactants are [BH4-].[Na+].[I:3][C:4]1[CH:5]=[C:6]([CH2:10][C:11]([NH:13][CH2:14][CH2:15][O:16][CH3:17])=O)[CH:7]=[CH:8][CH:9]=1.[CH3:18][C:19]([O:22][C:23](O[C:23]([O:22][C:19]([CH3:21])([CH3:20])[CH3:18])=[O:24])=[O:24])([CH3:21])[CH3:20].C(N(CC)CC)C. The catalyst is COCCOC.ClCCl.CN(C1C=CN=CC=1)C.Cl[Ti](Cl)(Cl)Cl. The product is [I:3][C:4]1[CH:5]=[C:6]([CH:7]=[CH:8][CH:9]=1)[CH2:10][CH2:11][N:13]([CH2:14][CH2:15][O:16][CH3:17])[C:23](=[O:24])[O:22][C:19]([CH3:21])([CH3:20])[CH3:18]. The yield is 0.790. (2) The reactants are [CH:1](=O)[C:2]1[C:3](=[CH:5][CH:6]=[CH:7][CH:8]=1)[OH:4].[CH:10]([NH:13][OH:14])([CH3:12])[CH3:11]. No catalyst specified. The product is [OH:4][C:3]1[CH:5]=[CH:6][CH:7]=[CH:8][C:2]=1/[CH:1]=[N+:13](\[O-:14])/[CH:10]([CH3:12])[CH3:11]. The yield is 0.970. (3) The reactants are C(O)(C(F)(F)F)=O.[NH2:8][CH2:9][C:10]([OH:12])=[O:11].[CH3:13][CH2:14][C:15]1[C:24]2[CH2:25][N:26]3[C:31](=[O:32])[C:30]4[CH2:33][O:34][C:35]([C@:37]([OH:40])([CH2:38][CH3:39])[C:29]=4[CH:28]=[C:27]3[C:23]=2[N:22]=[C:21]2[C:16]=1[CH:17]=[C:18]([OH:41])[CH:19]=[CH:20]2)=[O:36].ON1C(=O)CCC1=O.C(N=C=NCCCN(C)C)C. The catalyst is CN(C)C=O. The product is [NH2:8][CH2:9][C:10]([OH:12])=[O:11].[CH3:13][CH2:14][C:15]1[C:24]2[CH2:25][N:26]3[C:31](=[O:32])[C:30]4[CH2:33][O:34][C:35]([C@:37]([OH:40])([CH2:38][CH3:39])[C:29]=4[CH:28]=[C:27]3[C:23]=2[N:22]=[C:21]2[C:16]=1[CH:17]=[C:18]([OH:41])[CH:19]=[CH:20]2)=[O:36]. The yield is 0.670. (4) The reactants are [F:1][C:2]1[CH:7]=[C:6]([N:8]2[CH:13]=[CH:12][CH:11]=[CH:10][C:9]2=[O:14])[CH:5]=[CH:4][C:3]=1[CH:15]([C:20]([C:22]1[N:26]([C:27]2[CH:32]=[CH:31][C:30]([O:33][CH3:34])=[CH:29][CH:28]=2)[N:25]=[C:24]([C:35]([F:38])([F:37])[F:36])[CH:23]=1)=[O:21])C(OC)=O.S(O)(O)(=O)=O. The catalyst is CO. The product is [F:1][C:2]1[CH:7]=[C:6]([N:8]2[CH:13]=[CH:12][CH:11]=[CH:10][C:9]2=[O:14])[CH:5]=[CH:4][C:3]=1[CH2:15][C:20]([C:22]1[N:26]([C:27]2[CH:28]=[CH:29][C:30]([O:33][CH3:34])=[CH:31][CH:32]=2)[N:25]=[C:24]([C:35]([F:38])([F:37])[F:36])[CH:23]=1)=[O:21]. The yield is 0.520. (5) The product is [OH:1][C:2]1[CH:3]=[CH:4][C:5]([C:8]23[NH:23][CH2:20][CH2:21][N:22]2[C:15](=[O:17])[C:11]2[N:10]([CH:14]=[CH:13][CH:12]=2)[CH2:9]3)=[CH:6][CH:7]=1. The reactants are [OH:1][C:2]1[CH:7]=[CH:6][C:5]([C:8](=O)[CH2:9][N:10]2[CH:14]=[CH:13][CH:12]=[C:11]2[C:15]([O:17]C)=O)=[CH:4][CH:3]=1.[CH2:20]([NH2:23])[CH2:21][NH2:22]. The yield is 0.860. The catalyst is O1CCOCC1. (6) The reactants are [CH2:1]([O:3][C:4](=[O:16])[CH2:5][CH2:6][N:7]1[CH2:12][CH2:11][CH:10]([C:13]([OH:15])=O)[CH2:9][CH2:8]1)[CH3:2].Cl.[N:18]1[CH:23]=[CH:22][C:21]([N:24]2[CH2:28][CH2:27][C:26]3([CH2:33][CH2:32][NH:31][CH2:30][CH2:29]3)[CH2:25]2)=[CH:20][CH:19]=1.CN(C(ON1N=NC2C=CC=CC1=2)=[N+](C)C)C.F[P-](F)(F)(F)(F)F.CCN(C(C)C)C(C)C. The catalyst is CN(C=O)C.C(Cl)Cl. The product is [N:18]1[CH:19]=[CH:20][C:21]([N:24]2[CH2:28][CH2:27][C:26]3([CH2:33][CH2:32][N:31]([C:13]([CH:10]4[CH2:9][CH2:8][N:7]([CH2:6][CH2:5][C:4]([O:3][CH2:1][CH3:2])=[O:16])[CH2:12][CH2:11]4)=[O:15])[CH2:30][CH2:29]3)[CH2:25]2)=[CH:22][CH:23]=1. The yield is 0.660. (7) The reactants are [OH-:1].[K+].[CH3:3][C:4]1[N:8]([CH2:9][C:10]2[C:19]3[C:14](=[CH:15][CH:16]=[CH:17][CH:18]=3)[CH:13]=[CH:12][CH:11]=2)[C:7]2[CH:20]=[C:21]([N:26]3[CH2:31][CH2:30][O:29][CH2:28][CH2:27]3)[CH:22]=[C:23]([C:24]#[N:25])[C:6]=2[N:5]=1.OO. The catalyst is O.C1COCC1. The product is [CH3:3][C:4]1[N:8]([CH2:9][C:10]2[C:19]3[C:14](=[CH:15][CH:16]=[CH:17][CH:18]=3)[CH:13]=[CH:12][CH:11]=2)[C:7]2[CH:20]=[C:21]([N:26]3[CH2:31][CH2:30][O:29][CH2:28][CH2:27]3)[CH:22]=[C:23]([C:24]([NH2:25])=[O:1])[C:6]=2[N:5]=1. The yield is 0.720. (8) The reactants are [CH:1]1([N:6]2[CH2:11][CH2:10][N:9]([C:12]([C:14]3[CH:15]=[C:16]4[C:20](=[CH:21][CH:22]=3)[NH:19][C:18]([C:23](O)=[O:24])=[CH:17]4)=[O:13])[CH2:8][CH2:7]2)[CH2:5][CH2:4][CH2:3][CH2:2]1.C1(N2CCN(C(C3C=C4C(=CC=3)NC(C(N3CCS(=O)(=O)CC3)=O)=C4)=O)CC2)CCCC1.F[B-](F)(F)F.N1(OC(N(C)C)=[N+](C)C)C2C=CC=CC=2N=N1.[F:80][C:81]1[CH:88]=[CH:87][C:84]([NH:85][CH3:86])=[CH:83][CH:82]=1.C(N(CC)C(C)C)(C)C. The catalyst is CN(C)C=O. The product is [F:80][C:81]1[CH:88]=[CH:87][C:84]([N:85]([CH3:86])[C:23]([C:18]2[NH:19][C:20]3[C:16]([CH:17]=2)=[CH:15][C:14]([C:12]([N:9]2[CH2:10][CH2:11][N:6]([CH:1]4[CH2:5][CH2:4][CH2:3][CH2:2]4)[CH2:7][CH2:8]2)=[O:13])=[CH:22][CH:21]=3)=[O:24])=[CH:83][CH:82]=1. The yield is 0.440. (9) The reactants are [OH-].[K+].[CH2:3]([O:5][C:6]([C:8]1[N:9](C(=O)C)[C:10]2[C:15]([C:16]=1[NH2:17])=[CH:14][CH:13]=[C:12]([Cl:18])[CH:11]=2)=[O:7])[CH3:4]. The catalyst is O. The product is [NH2:17][C:16]1[C:15]2[C:10](=[CH:11][C:12]([Cl:18])=[CH:13][CH:14]=2)[NH:9][C:8]=1[C:6]([O:5][CH2:3][CH3:4])=[O:7]. The yield is 0.810.